Dataset: Drug-target binding data from BindingDB using Ki measurements. Task: Regression. Given a target protein amino acid sequence and a drug SMILES string, predict the binding affinity score between them. We predict pKi (pKi = -log10(Ki in M); higher means stronger inhibition). Dataset: bindingdb_ki. The drug is COc1cc2c(cc1OC)C1CC(=O)C(CC(C)C)CN1CC2. The target protein (Q27963) has sequence MALSELALLRRLQESRHSRKLILFIVFLALLLDNMLLTVVVPIIPSYLYSIEHEKDALEIQTAKPGLTASAPGSFQNIFSYYDNSTMVTGNSTDHLQGALVHEATTQHMATNSSSASSDCPSEDKDLLNENVQVGLLFASKATVQLLTNPFIGLLTNRIGYPIPMFTGFCIMFISTVMFAFSRTYAFLLIARSLQGIGSSCSSVAGMGMLASVYTDDEERGNAMGIALGGLAMGVLVGPPFGSVLYEFVGKTAPFLVLAALVLLDGAIQLFVLQPSRVQPESQKGTPLTTLLRDPYILIAAGSICFANMGIAMLEPALPIWMMETMCSHKWQLGVAFLPASVSYLIGTNVFGILAHKMGRWLCALLGMIIVGMSILCIPLAKNIYGLIAPNFGVGFAIGMVDSSMMPIMGYLVDLRHVSVYGSVYAIADVAFCMGYAIGPSAGGAIAKAIGFPWLMTIIGIIDILFAPLCFFLRSPPAKEEKMAILMDHNCPIKTKMYTQ.... The pKi is 8.4.